From a dataset of Peptide-MHC class II binding affinity with 134,281 pairs from IEDB. Regression. Given a peptide amino acid sequence and an MHC pseudo amino acid sequence, predict their binding affinity value. This is MHC class II binding data. (1) The binding affinity (normalized) is 0.402. The MHC is DRB1_0101 with pseudo-sequence DRB1_0101. The peptide sequence is ALDVSASVVAGGIIA. (2) The peptide sequence is GELVIVDKIDAAFKI. The MHC is DRB1_1302 with pseudo-sequence DRB1_1302. The binding affinity (normalized) is 0.596. (3) The peptide sequence is VRNGKKLIPSWASVK. The MHC is DRB1_0404 with pseudo-sequence DRB1_0404. The binding affinity (normalized) is 0.486. (4) The peptide sequence is YAGIRRDGLLLRLVD. The MHC is HLA-DPA10201-DPB10501 with pseudo-sequence HLA-DPA10201-DPB10501. The binding affinity (normalized) is 0.901. (5) The peptide sequence is EAGKATTEEQKLIED. The MHC is DRB1_0101 with pseudo-sequence DRB1_0101. The binding affinity (normalized) is 0.233. (6) The peptide sequence is AGSLQGQWRGAAGTA. The MHC is HLA-DQA10301-DQB10302 with pseudo-sequence HLA-DQA10301-DQB10302. The binding affinity (normalized) is 0.0706. (7) The peptide sequence is SGVAATESAYLAYRN. The MHC is HLA-DPA10201-DPB11401 with pseudo-sequence HLA-DPA10201-DPB11401. The binding affinity (normalized) is 0.154.